The task is: Predict which catalyst facilitates the given reaction.. This data is from Catalyst prediction with 721,799 reactions and 888 catalyst types from USPTO. (1) Reactant: [Cl:1][C:2]1[C:3]([CH3:40])=[C:4]([CH:37]=[CH:38][CH:39]=1)[O:5][C:6]1[C:15]2[C:14](=[O:16])[N:13]([CH2:17][C:18]3[CH:23]=[CH:22][C:21]([O:24][CH3:25])=[CH:20][CH:19]=3)C(=O)[N:11]([C:27]3[CH:32]=[CH:31][C:30]([I:33])=[CH:29][C:28]=3[F:34])[C:10]=2[N:9]([CH3:35])[C:8](=[O:36])[CH:7]=1.[OH-].[Li+].C(OCC)(=O)C. Product: [Cl:1][C:2]1[C:3]([CH3:40])=[C:4]([CH:37]=[CH:38][CH:39]=1)[O:5][C:6]1[C:15]([C:14]([NH:13][CH2:17][C:18]2[CH:19]=[CH:20][C:21]([O:24][CH3:25])=[CH:22][CH:23]=2)=[O:16])=[C:10]([NH:11][C:27]2[CH:32]=[CH:31][C:30]([I:33])=[CH:29][C:28]=2[F:34])[N:9]([CH3:35])[C:8](=[O:36])[CH:7]=1. The catalyst class is: 30. (2) Reactant: [CH3:1][C@H:2]1[CH2:7][N:6]([C:8]2[CH:13]=[CH:12][N:11]3[N:14]=[CH:15][C:16]([C:17]([OH:19])=O)=[C:10]3[N:9]=2)[CH2:5][C@@H:4]([CH3:20])[O:3]1.Cl.[NH2:22][CH:23]([C:28]1[CH:33]=[CH:32][C:31]([O:34][CH:35]([F:37])[F:36])=[C:30]([F:38])[CH:29]=1)[C:24]([CH3:27])([OH:26])[CH3:25].F[P-](F)(F)(F)(F)F.CN([CH+]N1CCOCC1)C.C(N(CC)CC)C. Product: [F:37][CH:35]([F:36])[O:34][C:31]1[CH:32]=[CH:33][C:28]([CH:23]([NH:22][C:17]([C:16]2[CH:15]=[N:14][N:11]3[CH:12]=[CH:13][C:8]([N:6]4[CH2:5][C@H:4]([CH3:20])[O:3][C@H:2]([CH3:1])[CH2:7]4)=[N:9][C:10]=23)=[O:19])[C:24]([OH:26])([CH3:27])[CH3:25])=[CH:29][C:30]=1[F:38]. The catalyst class is: 47. (3) Product: [C:1]([C:4]1[CH:5]=[C:6]([CH2:10][CH2:11][C:12]2[C:13]([OH:32])=[CH:14][C:15]([OH:30])=[C:16]([C:18]3[N:22]([C:23]4[CH:28]=[CH:27][CH:26]=[CH:25][C:24]=4[Cl:29])[N:21]=[CH:20][CH:19]=3)[CH:17]=2)[CH:7]=[CH:8][CH:9]=1)([OH:3])=[O:2]. Reactant: [C:1]([C:4]1[CH:5]=[C:6]([CH2:10][CH2:11][C:12]2[C:13]([O:32]C)=[CH:14][C:15]([O:30]C)=[C:16]([C:18]3[N:22]([C:23]4[CH:28]=[CH:27][CH:26]=[CH:25][C:24]=4[Cl:29])[N:21]=[CH:20][CH:19]=3)[CH:17]=2)[CH:7]=[CH:8][CH:9]=1)([OH:3])=[O:2]. The catalyst class is: 28. (4) Reactant: Br.C([N:9]1[CH2:14][CH2:13][C:12]2([C:18]3[CH:19]=[C:20]([OH:23])[CH:21]=[CH:22][C:17]=3[O:16][CH2:15]2)[CH2:11][CH2:10]1)C1C=CC=CC=1. Product: [NH:9]1[CH2:14][CH2:13][C:12]2([C:18]3[CH:19]=[C:20]([OH:23])[CH:21]=[CH:22][C:17]=3[O:16][CH2:15]2)[CH2:11][CH2:10]1. The catalyst class is: 293. (5) Reactant: [Cl:1][C:2]1[CH:3]=[C:4]([C:8]2[CH:13]=[C:12]([C:14](=[O:33])[NH:15][CH2:16][CH2:17][CH2:18][CH2:19][CH2:20][CH2:21][CH2:22][CH2:23][N:24]3[C:32]4[C:27](=[CH:28][CH:29]=[CH:30][CH:31]=4)[CH:26]=[CH:25]3)[CH:11]=[C:10]([C:34]3[CH:39]=[CH:38][CH:37]=[C:36]([Cl:40])[CH:35]=3)[C:9]=2[O:41]CCCCC(OCC)=O)[CH:5]=[CH:6][CH:7]=1.[OH-].[K+]. Product: [N:24]1([CH2:23][CH2:22][CH2:21][CH2:20][CH2:19][CH2:18][CH2:17][CH2:16][NH:15][C:14](=[O:33])[C:12]2[CH:13]=[C:8]([C:4]3[CH:5]=[CH:6][CH:7]=[C:2]([Cl:1])[CH:3]=3)[C:9]([OH:41])=[C:10]([C:34]3[CH:39]=[CH:38][CH:37]=[C:36]([Cl:40])[CH:35]=3)[CH:11]=2)[C:32]2[C:27](=[CH:28][CH:29]=[CH:30][CH:31]=2)[CH:26]=[CH:25]1. The catalyst class is: 36. (6) Reactant: [Br:1][C@H:2]1[C@H:8]2[C@H:5]([C:6](=[O:9])[O:7]2)[CH2:4][C@H:3]1[NH:10][C:11](=[O:17])[O:12][C:13]([CH3:16])([CH3:15])[CH3:14].[BH4-].[Li+]. Product: [Br:1][C@H:2]1[C@H:8]([OH:7])[C@H:5]([CH2:6][OH:9])[CH2:4][C@H:3]1[NH:10][C:11](=[O:17])[O:12][C:13]([CH3:15])([CH3:14])[CH3:16]. The catalyst class is: 1.